Dataset: NCI-60 drug combinations with 297,098 pairs across 59 cell lines. Task: Regression. Given two drug SMILES strings and cell line genomic features, predict the synergy score measuring deviation from expected non-interaction effect. (1) Drug 1: CC12CCC3C(C1CCC2=O)CC(=C)C4=CC(=O)C=CC34C. Drug 2: C1CC(=O)NC(=O)C1N2C(=O)C3=CC=CC=C3C2=O. Cell line: NCI-H322M. Synergy scores: CSS=12.4, Synergy_ZIP=-6.79, Synergy_Bliss=-9.48, Synergy_Loewe=-13.9, Synergy_HSA=-9.46. (2) Drug 1: C1=NC2=C(N=C(N=C2N1C3C(C(C(O3)CO)O)F)Cl)N. Drug 2: CC1=C(N=C(N=C1N)C(CC(=O)N)NCC(C(=O)N)N)C(=O)NC(C(C2=CN=CN2)OC3C(C(C(C(O3)CO)O)O)OC4C(C(C(C(O4)CO)O)OC(=O)N)O)C(=O)NC(C)C(C(C)C(=O)NC(C(C)O)C(=O)NCCC5=NC(=CS5)C6=NC(=CS6)C(=O)NCCC[S+](C)C)O. Cell line: A498. Synergy scores: CSS=13.2, Synergy_ZIP=-5.49, Synergy_Bliss=-0.942, Synergy_Loewe=-1.72, Synergy_HSA=-0.825. (3) Drug 1: C1CC(=O)NC(=O)C1N2CC3=C(C2=O)C=CC=C3N. Drug 2: CC1C(C(CC(O1)OC2CC(OC(C2O)C)OC3=CC4=CC5=C(C(=O)C(C(C5)C(C(=O)C(C(C)O)O)OC)OC6CC(C(C(O6)C)O)OC7CC(C(C(O7)C)O)OC8CC(C(C(O8)C)O)(C)O)C(=C4C(=C3C)O)O)O)O. Cell line: NCI/ADR-RES. Synergy scores: CSS=6.96, Synergy_ZIP=-0.817, Synergy_Bliss=0.210, Synergy_Loewe=0.687, Synergy_HSA=-0.735. (4) Drug 1: CC1C(C(CC(O1)OC2CC(CC3=C2C(=C4C(=C3O)C(=O)C5=C(C4=O)C(=CC=C5)OC)O)(C(=O)CO)O)N)O.Cl. Drug 2: C1C(C(OC1N2C=NC3=C2NC=NCC3O)CO)O. Cell line: PC-3. Synergy scores: CSS=3.05, Synergy_ZIP=4.07, Synergy_Bliss=-1.57, Synergy_Loewe=-2.98, Synergy_HSA=-1.81. (5) Drug 1: C1CN1P(=S)(N2CC2)N3CC3. Drug 2: CC1=C2C(C(=O)C3(C(CC4C(C3C(C(C2(C)C)(CC1OC(=O)C(C(C5=CC=CC=C5)NC(=O)C6=CC=CC=C6)O)O)OC(=O)C7=CC=CC=C7)(CO4)OC(=O)C)O)C)OC(=O)C. Cell line: NCIH23. Synergy scores: CSS=64.7, Synergy_ZIP=-6.48, Synergy_Bliss=-5.48, Synergy_Loewe=-5.07, Synergy_HSA=-0.303. (6) Drug 1: CNC(=O)C1=NC=CC(=C1)OC2=CC=C(C=C2)NC(=O)NC3=CC(=C(C=C3)Cl)C(F)(F)F. Drug 2: CC(C)(C#N)C1=CC(=CC(=C1)CN2C=NC=N2)C(C)(C)C#N. Cell line: HCT-15. Synergy scores: CSS=-4.48, Synergy_ZIP=1.37, Synergy_Bliss=-2.52, Synergy_Loewe=-6.14, Synergy_HSA=-6.98. (7) Drug 1: C1=NC2=C(N1)C(=S)N=C(N2)N. Drug 2: CC1CCC2CC(C(=CC=CC=CC(CC(C(=O)C(C(C(=CC(C(=O)CC(OC(=O)C3CCCCN3C(=O)C(=O)C1(O2)O)C(C)CC4CCC(C(C4)OC)O)C)C)O)OC)C)C)C)OC. Cell line: PC-3. Synergy scores: CSS=36.3, Synergy_ZIP=-13.5, Synergy_Bliss=-7.64, Synergy_Loewe=-10.7, Synergy_HSA=-2.32. (8) Drug 1: CNC(=O)C1=CC=CC=C1SC2=CC3=C(C=C2)C(=NN3)C=CC4=CC=CC=N4. Drug 2: CC(C1=C(C=CC(=C1Cl)F)Cl)OC2=C(N=CC(=C2)C3=CN(N=C3)C4CCNCC4)N. Cell line: SN12C. Synergy scores: CSS=12.3, Synergy_ZIP=-2.60, Synergy_Bliss=0.731, Synergy_Loewe=1.65, Synergy_HSA=2.33.